This data is from Full USPTO retrosynthesis dataset with 1.9M reactions from patents (1976-2016). The task is: Predict the reactants needed to synthesize the given product. (1) Given the product [CH:24]([F:30])([F:29])[C:23]([F:31])([F:32])[C:22]([F:33])([F:34])[C:21]([F:35])([F:36])[C:20]([F:38])([F:37])[C:19]([F:40])([F:39])[F:18].[F:1][C:2]([F:16])([F:17])[C:3]([F:15])([F:14])[C:4]([F:12])([F:13])[C:5]([F:11])([F:10])[C:6]([F:8])([F:9])[C:21]([F:36])([F:35])[C:20]([F:38])([F:37])[C:19]([F:40])([F:39])[F:18], predict the reactants needed to synthesize it. The reactants are: [F:1][C:2]([F:17])([F:16])[C:3]([F:15])([F:14])[C:4]([F:13])([F:12])[C:5]([F:11])([F:10])[C:6]([F:9])([F:8])F.[F:18][C:19]([F:40])([F:39])[C:20]([F:38])([F:37])[C:21]([F:36])([F:35])[C:22]([F:34])([F:33])[C:23]([F:32])([F:31])[C:24]([F:30])([F:29])C(F)(F)F. (2) Given the product [Cl:1][C:2]1[CH:7]=[CH:6][C:5]([S:8]([C:11]2([C:17]3[CH:22]=[C:21]([F:23])[CH:20]=[CH:19][C:18]=3[F:24])[CH2:15][CH2:14][CH2:13][CH2:12]2)(=[O:10])=[O:9])=[CH:4][CH:3]=1, predict the reactants needed to synthesize it. The reactants are: [Cl:1][C:2]1[CH:7]=[CH:6][C:5]([S:8]([CH:11]([C:17]2[CH:22]=[C:21]([F:23])[CH:20]=[CH:19][C:18]=2[F:24])[CH2:12][CH2:13][CH2:14][CH2:15]O)(=[O:10])=[O:9])=[CH:4][CH:3]=1.C(C=P(CCCC)(CCCC)CCCC)#N. (3) Given the product [CH3:9][CH2:10][CH2:11][CH2:12][CH2:13][NH:14][C:15]([NH:17]/[N:18]=[CH:19]/[C:20]1[C:24]2[CH:25]=[C:26]([O:29][CH3:30])[CH:27]=[CH:28][C:23]=2[NH:22][CH:21]=1)=[NH:16].[CH:2](/[C:1]([OH:8])=[O:7])=[CH:3]/[C:4]([OH:6])=[O:5], predict the reactants needed to synthesize it. The reactants are: [C:1]([OH:8])(=[O:7])/[CH:2]=[CH:3]\[C:4]([OH:6])=[O:5].[CH3:9][CH2:10][CH2:11][CH2:12][CH2:13][NH:14][C:15]([NH:17]/[N:18]=[CH:19]/[C:20]1[C:24]2[CH:25]=[C:26]([O:29][CH3:30])[CH:27]=[CH:28][C:23]=2[NH:22][CH:21]=1)=[NH:16]. (4) Given the product [CH3:21][C:18]1[S:19][CH:20]=[C:16]([CH2:15][N:1]2[C:9]3[C:4](=[CH:5][CH:6]=[CH:7][CH:8]=3)[C:3]([NH2:10])=[N:2]2)[N:17]=1, predict the reactants needed to synthesize it. The reactants are: [NH:1]1[C:9]2[C:4](=[CH:5][CH:6]=[CH:7][CH:8]=2)[C:3]([NH2:10])=[N:2]1.[OH-].[K+].Cl.Cl[CH2:15][C:16]1[N:17]=[C:18]([CH3:21])[S:19][CH:20]=1.[H-].[Na+]. (5) Given the product [Br:14][C:15]1[CH:16]=[C:17]([NH:21][C:6](=[O:7])[C:5]2[CH:9]=[CH:10][C:2]([Cl:1])=[C:3]([N+:11]([O-:13])=[O:12])[CH:4]=2)[CH:18]=[CH:19][CH:20]=1, predict the reactants needed to synthesize it. The reactants are: [Cl:1][C:2]1[CH:10]=[CH:9][C:5]([C:6](Cl)=[O:7])=[CH:4][C:3]=1[N+:11]([O-:13])=[O:12].[Br:14][C:15]1[CH:16]=[C:17]([NH2:21])[CH:18]=[CH:19][CH:20]=1. (6) Given the product [Cl:15][C:16]1[CH:17]=[CH:18][C:19]([CH:24]([C:7]2[CH:12]=[CH:11][C:10]([S:13][CH3:14])=[CH:9][CH:8]=2)[OH:25])=[N:20][C:21]=1[O:22][CH3:23], predict the reactants needed to synthesize it. The reactants are: C([Li])CCC.Br[C:7]1[CH:12]=[CH:11][C:10]([S:13][CH3:14])=[CH:9][CH:8]=1.[Cl:15][C:16]1[CH:17]=[CH:18][C:19]([CH:24]=[O:25])=[N:20][C:21]=1[O:22][CH3:23].[Cl-].[NH4+]. (7) Given the product [C:24]1([C:7]([C:1]2[CH:2]=[CH:3][CH:4]=[CH:5][CH:6]=2)=[CH:8][CH2:9][N:10]2[CH2:11][CH2:12][N:13]([C:16]3[CH:17]=[CH:18][C:19]([C:20](=[NH:35])[NH2:21])=[CH:22][CH:23]=3)[CH2:14][CH2:15]2)[CH:29]=[CH:28][CH:27]=[CH:26][CH:25]=1, predict the reactants needed to synthesize it. The reactants are: [C:1]1([C:7]([C:24]2[CH:29]=[CH:28][CH:27]=[CH:26][CH:25]=2)=[CH:8][CH2:9][N:10]2[CH2:15][CH2:14][N:13]([C:16]3[CH:23]=[CH:22][C:19]([C:20]#[N:21])=[CH:18][CH:17]=3)[CH2:12][CH2:11]2)[CH:6]=[CH:5][CH:4]=[CH:3][CH:2]=1.[Li+].C[Si]([N-:35][Si](C)(C)C)(C)C.